From a dataset of Catalyst prediction with 721,799 reactions and 888 catalyst types from USPTO. Predict which catalyst facilitates the given reaction. (1) Reactant: [Cl:1][C:2]1[S:6][C:5]([C:7]2[N:12]=[C:11]([NH:13][C:14]3[CH:21]=[CH:20][C:17]([CH:18]=O)=[CH:16][CH:15]=3)[C:10]([CH2:22][CH3:23])=[C:9]([CH3:24])[N:8]=2)=[CH:4][CH:3]=1.C[Si](C)(C)[O:27][C:28]1[CH2:31][CH2:30][C:29]=1[O:32][Si](C)(C)C.B(F)(F)F.CCOCC.C(=O)(O)[O-].[Na+]. Product: [Cl:1][C:2]1[S:6][C:5]([C:7]2[N:12]=[C:11]([NH:13][C:14]3[CH:21]=[CH:20][C:17]([C:18]4[C:28](=[O:27])[CH2:31][CH2:30][C:29]=4[OH:32])=[CH:16][CH:15]=3)[C:10]([CH2:22][CH3:23])=[C:9]([CH3:24])[N:8]=2)=[CH:4][CH:3]=1. The catalyst class is: 4. (2) Reactant: [CH3:1][O:2][C:3](=[O:23])[CH:4]([C:17]1[CH:22]=[CH:21][CH:20]=[CH:19][CH:18]=1)[O:5][CH2:6][CH:7]=[N:8][NH:9][C:10]([O:12][C:13]([CH3:16])([CH3:15])[CH3:14])=[O:11]. Product: [CH3:1][O:2][C:3](=[O:23])[CH:4]([C:17]1[CH:22]=[CH:21][CH:20]=[CH:19][CH:18]=1)[O:5][CH2:6][CH2:7][NH:8][NH:9][C:10]([O:12][C:13]([CH3:16])([CH3:14])[CH3:15])=[O:11]. The catalyst class is: 94. (3) Reactant: [OH:1][CH2:2][C:3]1([C:6]([O:8][C:9]([CH3:12])([CH3:11])[CH3:10])=[O:7])[CH2:5][CH2:4]1.C(=O)([O-])O.[Na+].CC(OI1(OC(C)=O)(OC(C)=O)OC(=O)C2C=CC=CC1=2)=O. Product: [CH:2]([C:3]1([C:6]([O:8][C:9]([CH3:12])([CH3:11])[CH3:10])=[O:7])[CH2:4][CH2:5]1)=[O:1]. The catalyst class is: 2. (4) Reactant: [CH:1]1([C:7]2[C:15]3[C:10](=[CH:11][C:12]([C:16]([O:18][CH3:19])=[O:17])=[CH:13][CH:14]=3)[NH:9][C:8]=2[C:20]2[CH:25]=[CH:24][CH:23]=[CH:22][C:21]=2[CH2:26][OH:27])[CH2:6][CH2:5][CH2:4][CH2:3][CH2:2]1.N1C(C)=CC=CC=1C.FC(F)(F)S(O[Si:42]([C:45]([CH3:48])([CH3:47])[CH3:46])([CH3:44])[CH3:43])(=O)=O. Product: [Si:42]([O:27][CH2:26][C:21]1[CH:22]=[CH:23][CH:24]=[CH:25][C:20]=1[C:8]1[NH:9][C:10]2[C:15]([C:7]=1[CH:1]1[CH2:6][CH2:5][CH2:4][CH2:3][CH2:2]1)=[CH:14][CH:13]=[C:12]([C:16]([O:18][CH3:19])=[O:17])[CH:11]=2)([C:45]([CH3:48])([CH3:47])[CH3:46])([CH3:44])[CH3:43]. The catalyst class is: 25. (5) Reactant: C([Si](C)(C)[O:6][C:7]1[CH:12]=[CH:11][C:10]([C:13]2[CH:17]=[C:16]([C:18]([NH2:20])=[O:19])[O:15][N:14]=2)=[CH:9][CH:8]=1)(C)(C)C.C([O-])([O-])=O.[K+].[K+].C1OCCOCCOCCOCCOCCOC1.[F-].[K+].[Cl:49][C:50]1[CH:51]=[C:52]([CH:55]=[CH:56][CH:57]=1)[CH2:53]Cl. Product: [Cl:49][C:50]1[CH:51]=[C:52]([CH:55]=[CH:56][CH:57]=1)[CH2:53][O:6][C:7]1[CH:8]=[CH:9][C:10]([C:13]2[CH:17]=[C:16]([C:18]([NH2:20])=[O:19])[O:15][N:14]=2)=[CH:11][CH:12]=1. The catalyst class is: 18. (6) Reactant: [C:1]([O:5][C:6]([NH:8][C@@H:9]([C@H:13]([O:15][CH3:16])[CH3:14])[C:10]([OH:12])=O)=[O:7])([CH3:4])([CH3:3])[CH3:2].CC[N:19]([CH:23]([CH3:25])C)[CH:20]([CH3:22])C.CN(C(ON1N=NC2C=CC=CC1=2)=[N+](C)C)C.[B-](F)(F)(F)F.N1CCCC1. Product: [CH3:16][O:15][C@H:13]([CH3:14])[C@H:9]([NH:8][C:6](=[O:7])[O:5][C:1]([CH3:2])([CH3:3])[CH3:4])[C:10](=[O:12])[N:19]1[CH2:20][CH2:22][CH2:25][CH2:23]1. The catalyst class is: 2. (7) Reactant: [Cl:1][C:2]1[N:3]=[N:4][C:5](Cl)=[CH:6][C:7]=1[C:8]([OH:10])=[O:9].[C:12]([O:16][C:17]([NH:19][C@@H:20]1[CH2:25][C@H:24]([NH:26][C:27]([O:29][C:30]([CH3:33])([CH3:32])[CH3:31])=[O:28])[CH2:23][NH:22][CH2:21]1)=[O:18])([CH3:15])([CH3:14])[CH3:13].CCN(C(C)C)C(C)C. Product: [C:12]([O:16][C:17]([NH:19][CH:20]1[CH2:25][CH:24]([NH:26][C:27]([O:29][C:30]([CH3:33])([CH3:32])[CH3:31])=[O:28])[CH2:23][N:22]([C:5]2[N:4]=[N:3][C:2]([Cl:1])=[C:7]([C:8]([OH:10])=[O:9])[CH:6]=2)[CH2:21]1)=[O:18])([CH3:15])([CH3:14])[CH3:13]. The catalyst class is: 3. (8) Reactant: [Cl:1][C:2]1[CH:3]=[C:4]([C@@H:9]2[O:15][CH2:14][CH2:13][N:12]([C:16]([O:18][C:19]([CH3:22])([CH3:21])[CH3:20])=[O:17])[CH2:11][C@H:10]2[CH2:23][OH:24])[CH:5]=[CH:6][C:7]=1[Cl:8].CC(OI1(OC(C)=O)(OC(C)=O)OC(=O)C2C=CC=CC1=2)=O.C(=O)([O-])O.[Na+].S([O-])([O-])(=O)=S.[Na+].[Na+]. Product: [Cl:1][C:2]1[CH:3]=[C:4]([C@@H:9]2[O:15][CH2:14][CH2:13][N:12]([C:16]([O:18][C:19]([CH3:20])([CH3:21])[CH3:22])=[O:17])[CH2:11][C@H:10]2[CH:23]=[O:24])[CH:5]=[CH:6][C:7]=1[Cl:8]. The catalyst class is: 10. (9) Reactant: [O:1]1[CH2:6][CH2:5][CH:4]([CH2:7][C:8]([OH:10])=O)[CH2:3][CH2:2]1.CN(C(ON1N=NC2C=CC=NC1=2)=[N+](C)C)C.F[P-](F)(F)(F)(F)F.C(N(C(C)C)C(C)C)C.[O:44]1[CH2:49][CH2:48][O:47][CH2:46][CH:45]1[C:50]1[C:58]2[S:57][C:56]([NH2:59])=[N:55][C:54]=2[C:53]([O:60][CH3:61])=[CH:52][CH:51]=1. Product: [O:44]1[CH2:49][CH2:48][O:47][CH2:46][CH:45]1[C:50]1[C:58]2[S:57][C:56]([NH:59][C:8](=[O:10])[CH2:7][CH:4]3[CH2:3][CH2:2][O:1][CH2:6][CH2:5]3)=[N:55][C:54]=2[C:53]([O:60][CH3:61])=[CH:52][CH:51]=1. The catalyst class is: 396.